Dataset: Forward reaction prediction with 1.9M reactions from USPTO patents (1976-2016). Task: Predict the product of the given reaction. Given the reactants [BH4-].[Li+].C([O:5][C:6]([CH:8]1[CH:12]([OH:13])[CH2:11][N:10]([C:14]([O:16][CH2:17][C:18]2[CH:23]=[CH:22][CH:21]=[CH:20][CH:19]=2)=[O:15])[CH2:9]1)=O)C, predict the reaction product. The product is: [CH2:17]([O:16][C:14]([N:10]1[CH2:9][CH:8]([CH2:6][OH:5])[CH:12]([OH:13])[CH2:11]1)=[O:15])[C:18]1[CH:23]=[CH:22][CH:21]=[CH:20][CH:19]=1.